Regression. Given a peptide amino acid sequence and an MHC pseudo amino acid sequence, predict their binding affinity value. This is MHC class I binding data. From a dataset of Peptide-MHC class I binding affinity with 185,985 pairs from IEDB/IMGT. (1) The binding affinity (normalized) is 0.415. The MHC is H-2-Db with pseudo-sequence H-2-Db. The peptide sequence is KSIESFGEWI. (2) The peptide sequence is HEREEELRKRL. The MHC is Mamu-A11 with pseudo-sequence Mamu-A11. The binding affinity (normalized) is 0.589.